This data is from Reaction yield outcomes from USPTO patents with 853,638 reactions. The task is: Predict the reaction yield, written as a fraction of the theoretical maximum amount of product (1.0 means a 100% yield; for example, 0.34 means a 34% yield). (1) The reactants are C([O:8][C:9]1[CH:14]=[CH:13][CH:12]=[CH:11][C:10]=1[NH:15][C:16](=[O:24])[C:17]1[CH:22]=[CH:21][N:20]=[CH:19][C:18]=1[F:23])C1C=CC=CC=1. The catalyst is Br.CC(O)=O.O.C(=O)(O)[O-].[Na+]. The product is [F:23][C:18]1[CH:19]=[N:20][CH:21]=[CH:22][C:17]=1[C:16]([NH:15][C:10]1[CH:11]=[CH:12][CH:13]=[CH:14][C:9]=1[OH:8])=[O:24]. The yield is 0.750. (2) The reactants are C1(P(C2C=CC=CC=2)C2C=CC=CC=2)C=CC=CC=1.BrN1C(=O)CCC1=O.[Cl:28][C:29]1[CH:30]=[C:31]([CH:39]([CH2:43][CH:44]2[CH2:48][CH2:47][CH2:46][CH2:45]2)[C:40]([OH:42])=O)[CH:32]=[CH:33][C:34]=1[S:35]([CH3:38])(=[O:37])=[O:36].[NH2:49][C:50]1[CH:55]=[CH:54][C:53]([C:56]([F:59])([F:58])[F:57])=[CH:52][N:51]=1.N1C=CC=CC=1. The catalyst is C(Cl)Cl.O. The product is [Cl:28][C:29]1[CH:30]=[C:31]([CH:39]([CH2:43][CH:44]2[CH2:48][CH2:47][CH2:46][CH2:45]2)[C:40]([NH:49][C:50]2[CH:55]=[CH:54][C:53]([C:56]([F:58])([F:57])[F:59])=[CH:52][N:51]=2)=[O:42])[CH:32]=[CH:33][C:34]=1[S:35]([CH3:38])(=[O:36])=[O:37]. The yield is 0.430. (3) The reactants are [CH3:1][C:2]1[NH:3][C:4]2[C:9]([C:10]=1[CH:11]1[CH2:16][CH2:15][N:14]([CH3:17])[CH2:13][CH2:12]1)=[CH:8][C:7]([OH:18])=[CH:6][CH:5]=2.[F:19][C:20]1[CH:25]=[CH:24][CH:23]=[C:22]([F:26])[C:21]=1[S:27](Cl)(=[O:29])=[O:28].C(Cl)(=O)C. The catalyst is C1COCC1.[OH-].[Na+].O.C(O)C. The product is [CH3:1][C:2]1[NH:3][C:4]2[C:9]([C:10]=1[CH:11]1[CH2:16][CH2:15][N:14]([CH3:17])[CH2:13][CH2:12]1)=[CH:8][C:7]([O:18][S:27]([C:21]1[C:22]([F:26])=[CH:23][CH:24]=[CH:25][C:20]=1[F:19])(=[O:29])=[O:28])=[CH:6][CH:5]=2. The yield is 0.600. (4) The product is [C:22]1([C:28]2[S:32][C:31]([CH:33]=[N:35][S:36]([CH2:38][CH:39]([CH3:41])[CH3:40])=[O:37])=[CH:30][CH:29]=2)[CH:23]=[CH:24][CH:25]=[CH:26][CH:27]=1. The catalyst is CO. The yield is 0.770. The reactants are C1(C2SC(C(N)C)=CC=2)C=CC=CC=1.Cl.O1CCOCC1.[C:22]1([C:28]2[S:32][C:31]([CH:33]([NH:35][S:36]([CH2:38][CH:39]([CH3:41])[CH3:40])=[O:37])C)=[CH:30][CH:29]=2)[CH:27]=[CH:26][CH:25]=[CH:24][CH:23]=1. (5) The reactants are Cl[C:2]1[C:7]([CH:8]=[O:9])=[C:6]([N:10]2[CH2:23][CH2:22][N:13]3[C:14]4[CH2:15][CH2:16][CH2:17][CH2:18][C:19]=4[C:20]([F:21])=[C:12]3[C:11]2=[O:24])[N:5]=[CH:4][CH:3]=1.[CH3:25][N:26]1[CH:31]=[C:30](B2OC(C)(C)C(C)(C)O2)[CH:29]=[C:28]([NH:41][C:42]2[CH:47]=[CH:46][CH:45]=[CH:44][N:43]=2)[C:27]1=[O:48].C([O-])(=O)C.[Na+].[O-]P([O-])([O-])=O.[K+].[K+].[K+]. The catalyst is C1C=CC(P(C2C=CC=CC=2)[C-]2C=CC=C2)=CC=1.C1C=CC(P(C2C=CC=CC=2)[C-]2C=CC=C2)=CC=1.Cl[Pd]Cl.[Fe+2].O.C(#N)C. The product is [F:21][C:20]1[C:19]2[CH2:18][CH2:17][CH2:16][CH2:15][C:14]=2[N:13]2[CH2:22][CH2:23][N:10]([C:6]3[N:5]=[CH:4][CH:3]=[C:2]([C:30]4[CH:29]=[C:28]([NH:41][C:42]5[CH:47]=[CH:46][CH:45]=[CH:44][N:43]=5)[C:27](=[O:48])[N:26]([CH3:25])[CH:31]=4)[C:7]=3[CH:8]=[O:9])[C:11](=[O:24])[C:12]=12. The yield is 0.610. (6) The reactants are Br[CH2:2][C:3]1[C:4]([C:21]2[CH:26]=[CH:25][CH:24]=[C:23]([C:27]([F:30])([F:29])[F:28])[CH:22]=2)=[N:5][C:6]2[C:11]([C:12]=1[C:13]([O:15][CH3:16])=[O:14])=[CH:10][C:9]([S:17]([CH3:20])(=[O:19])=[O:18])=[CH:8][CH:7]=2.Cl.[NH:32]1[CH2:37][CH2:36][C:35](=[O:38])[CH2:34][CH2:33]1.C(N(CC)C(C)C)(C)C. The catalyst is C(#N)C. The product is [CH3:20][S:17]([C:9]1[CH:10]=[C:11]2[C:6](=[CH:7][CH:8]=1)[N:5]=[C:4]([C:21]1[CH:26]=[CH:25][CH:24]=[C:23]([C:27]([F:28])([F:29])[F:30])[CH:22]=1)[C:3]([CH2:2][N:32]1[CH2:37][CH2:36][C:35](=[O:38])[CH2:34][CH2:33]1)=[C:12]2[C:13]([O:15][CH3:16])=[O:14])(=[O:19])=[O:18]. The yield is 0.510. (7) The reactants are [CH3:1][N:2]1[C:10]2[C:5](=[CH:6][C:7]([N+:11]([O-])=O)=[CH:8][CH:9]=2)[C:4]([CH3:14])=[N:3]1.NN.O. The catalyst is C(O)C.[Pd]. The product is [CH3:1][N:2]1[C:10]2[C:5](=[CH:6][C:7]([NH2:11])=[CH:8][CH:9]=2)[C:4]([CH3:14])=[N:3]1. The yield is 0.840. (8) The reactants are [NH2:1][C:2]1[C:10]2[C:5](=[N:6][CH:7]=[CH:8][N:9]=2)[S:4][C:3]=1[C:11]([OH:13])=O.CN(C(ON1N=NC2C=CC=NC1=2)=[N+](C)C)C.F[P-](F)(F)(F)(F)F.CCN(C(C)C)C(C)C.[NH2:47][C:48]1[CH:49]=[C:50]([NH:55][C:56](=[O:67])[C:57]2[CH:62]=[CH:61][CH:60]=[C:59]([C:63]([F:66])([F:65])[F:64])[CH:58]=2)[CH:51]=[CH:52][C:53]=1[CH3:54]. The catalyst is CN(C=O)C.C(O)(=O)CC(CC(O)=O)(C(O)=O)O. The product is [NH2:1][C:2]1[C:10]2[C:5](=[N:6][CH:7]=[CH:8][N:9]=2)[S:4][C:3]=1[C:11]([NH:47][C:48]1[CH:49]=[C:50]([NH:55][C:56](=[O:67])[C:57]2[CH:62]=[CH:61][CH:60]=[C:59]([C:63]([F:64])([F:65])[F:66])[CH:58]=2)[CH:51]=[CH:52][C:53]=1[CH3:54])=[O:13]. The yield is 0.180. (9) The reactants are [F:1][C:2]([F:20])([F:19])[C:3]1[CH:4]=[C:5]([C:13]([CH3:18])([CH3:17])[C:14](Cl)=[O:15])[CH:6]=[C:7]([C:9]([F:12])([F:11])[F:10])[CH:8]=1.[CH2:21]([N:28]1[CH2:32][C@@H:31]([C:33]2[CH:38]=[CH:37][C:36]([Cl:39])=[CH:35][CH:34]=2)[C@H:30]([NH:40][CH3:41])[CH2:29]1)[C:22]1[CH:27]=[CH:26][CH:25]=[CH:24][CH:23]=1.C(N(C(C)C)C(C)C)C. The catalyst is C(Cl)Cl. The product is [CH2:21]([N:28]1[CH2:32][C@@H:31]([C:33]2[CH:34]=[CH:35][C:36]([Cl:39])=[CH:37][CH:38]=2)[C@H:30]([N:40]([CH3:41])[C:14](=[O:15])[C:13]([C:5]2[CH:6]=[C:7]([C:9]([F:11])([F:10])[F:12])[CH:8]=[C:3]([C:2]([F:1])([F:19])[F:20])[CH:4]=2)([CH3:17])[CH3:18])[CH2:29]1)[C:22]1[CH:23]=[CH:24][CH:25]=[CH:26][CH:27]=1. The yield is 0.870.